Dataset: Reaction yield outcomes from USPTO patents with 853,638 reactions. Task: Predict the reaction yield, written as a fraction of the theoretical maximum amount of product (1.0 means a 100% yield; for example, 0.34 means a 34% yield). (1) The reactants are C[O-].[Na+].[Br:4][C:5]1[CH:6]=[C:7]2[C:12](=[CH:13][CH:14]=1)[NH:11][C:10](=[S:15])[N:9](C(OCC)=O)[C:8]2=[O:21].C(O)(=O)C. The catalyst is CO.C1COCC1. The product is [Br:4][C:5]1[CH:6]=[C:7]2[C:12](=[CH:13][CH:14]=1)[NH:11][C:10](=[S:15])[NH:9][C:8]2=[O:21]. The yield is 1.00. (2) The reactants are N1(CC2C=CC(N)=CC=2)CCOCC1.[N+:15]([C:18]1[CH:31]=[CH:30][C:21]([O:22][CH2:23][C:24]2[CH:29]=[CH:28][CH:27]=[CH:26][N:25]=2)=[CH:20][CH:19]=1)([O-])=O. No catalyst specified. The product is [N:25]1[CH:26]=[CH:27][CH:28]=[CH:29][C:24]=1[CH2:23][O:22][C:21]1[CH:30]=[CH:31][C:18]([NH2:15])=[CH:19][CH:20]=1. The yield is 1.00. (3) The reactants are Cl.[Cl:2][C:3]1[CH:17]=[CH:16][C:6]([CH2:7][C:8]2([CH2:14][NH2:15])[CH2:13][CH2:12][NH:11][CH2:10][CH2:9]2)=[CH:5][CH:4]=1.Cl[C:19]1[C:20]2[CH:27]=[CH:26][NH:25][C:21]=2[N:22]=[CH:23][N:24]=1.C(N(CC)CC)C. The catalyst is C(O)CCC. The product is [Cl:2][C:3]1[CH:17]=[CH:16][C:6]([CH2:7][C:8]2([CH2:14][NH2:15])[CH2:13][CH2:12][N:11]([C:19]3[C:20]4[CH:27]=[CH:26][NH:25][C:21]=4[N:22]=[CH:23][N:24]=3)[CH2:10][CH2:9]2)=[CH:5][CH:4]=1. The yield is 0.560. (4) The reactants are Br[C:2]1[N:6]=[CH:5][N:4]([C:7]2[CH:12]=[CH:11][C:10]([O:13][C:14]([F:17])([F:16])[F:15])=[CH:9][CH:8]=2)[N:3]=1.CC1(C)C(C)(C)OB([C:26]2[CH:43]=[CH:42][C:29]([CH2:30][NH:31][C:32](=[O:41])[O:33][CH2:34][C:35]3[CH:40]=[CH:39][CH:38]=[CH:37][CH:36]=3)=[CH:28][CH:27]=2)O1.P([O-])([O-])([O-])=O.[K+].[K+].[K+]. The catalyst is O1CCOCC1.O.[Cl-].[Na+].O.CC(P(C(C)(C)C)[C]1[CH][CH][CH][CH]1)(C)C.CC(P(C(C)(C)C)[C]1[CH][CH][CH][CH]1)(C)C.Cl[Pd]Cl.[Fe]. The product is [F:15][C:14]([F:17])([F:16])[O:13][C:10]1[CH:11]=[CH:12][C:7]([N:4]2[CH:5]=[N:6][C:2]([C:26]3[CH:43]=[CH:42][C:29]([CH2:30][NH:31][C:32](=[O:41])[O:33][CH2:34][C:35]4[CH:36]=[CH:37][CH:38]=[CH:39][CH:40]=4)=[CH:28][CH:27]=3)=[N:3]2)=[CH:8][CH:9]=1. The yield is 0.940. (5) The reactants are C[O:2][C:3](=[O:41])[C:4]1[CH:9]=[CH:8][C:7]([O:10][C:11]2[S:15][C:14]([NH:16][C:17](=[O:40])[CH:18]([C:28]3[CH:33]=[CH:32][C:31]([S:34]([CH:37]4[CH2:39][CH2:38]4)(=[O:36])=[O:35])=[CH:30][CH:29]=3)[O:19][C:20]3[CH:25]=[CH:24]C(F)=[CH:22][C:21]=3F)=[N:13][CH:12]=2)=[CH:6][CH:5]=1.[Li+].[OH-:43]. The catalyst is C1COCC1.CO.O. The product is [CH:37]1([S:34]([C:31]2[CH:32]=[CH:33][C:28]([CH:18]([O:19][CH:20]3[CH2:25][CH2:24][O:43][CH2:22][CH2:21]3)[C:17]([NH:16][C:14]3[S:15][C:11]([O:10][C:7]4[CH:6]=[CH:5][C:4]([C:3]([OH:2])=[O:41])=[CH:9][CH:8]=4)=[CH:12][N:13]=3)=[O:40])=[CH:29][CH:30]=2)(=[O:36])=[O:35])[CH2:38][CH2:39]1. The yield is 0.720.